Dataset: Catalyst prediction with 721,799 reactions and 888 catalyst types from USPTO. Task: Predict which catalyst facilitates the given reaction. (1) Reactant: [CH:1]1([C@H:7]2[NH:12][C:11]3[CH:13]=[CH:14][CH:15]=[CH:16][C:10]=3[O:9][CH2:8]2)[CH2:6][CH2:5][CH2:4][CH2:3][CH2:2]1.[N:17]([O-])=O.[Na+].Cl.[H-].[Al+3].[Li+].[H-].[H-].[H-].O1CCCC1. Product: [NH2:17][N:12]1[C:11]2[CH:13]=[CH:14][CH:15]=[CH:16][C:10]=2[O:9][CH2:8][C@H:7]1[CH:1]1[CH2:2][CH2:3][CH2:4][CH2:5][CH2:6]1. The catalyst class is: 35. (2) Reactant: [CH3:1][N:2]1[CH2:7][CH2:6][CH:5]([SH:8])[CH2:4][CH2:3]1.CN(C)C=O.[H-].[Na+].[F:16][C:17]1[CH:22]=[C:21]([N+:23]([O-:25])=[O:24])[CH:20]=[C:19](F)[CH:18]=1. Product: [F:16][C:17]1[CH:18]=[C:19]([S:8][CH:5]2[CH2:6][CH2:7][N:2]([CH3:1])[CH2:3][CH2:4]2)[CH:20]=[C:21]([N+:23]([O-:25])=[O:24])[CH:22]=1. The catalyst class is: 6. (3) Reactant: CC(C)([O-])C.[K+].[NH:7]1[CH:11]=[CH:10][N:9]=[CH:8]1.Cl[C:13]1[N:18]=[CH:17][N:16]=[C:15]2[N:19]([CH2:22][CH2:23][N:24]3[CH2:29][CH2:28][CH2:27][CH2:26][CH2:25]3)[N:20]=[CH:21][C:14]=12.O. Product: [N:7]1([C:13]2[N:18]=[CH:17][N:16]=[C:15]3[N:19]([CH2:22][CH2:23][N:24]4[CH2:29][CH2:28][CH2:27][CH2:26][CH2:25]4)[N:20]=[CH:21][C:14]=23)[CH:11]=[CH:10][N:9]=[CH:8]1. The catalyst class is: 10. (4) Reactant: [CH2:1]([N:5]1[C:13]2[C:8](=[CH:9][CH:10]=[C:11]([Cl:14])[CH:12]=2)[C:7]([C:15](=[O:20])C(F)(F)F)=[CH:6]1)[CH2:2][CH2:3][CH3:4].[OH-:21].[Na+]. Product: [CH2:1]([N:5]1[C:13]2[C:8](=[CH:9][CH:10]=[C:11]([Cl:14])[CH:12]=2)[C:7]([C:15]([OH:20])=[O:21])=[CH:6]1)[CH2:2][CH2:3][CH3:4]. The catalyst class is: 6. (5) Reactant: [C:1]([C:5]1[CH:6]=[C:7]2[C:11](=[CH:12][CH:13]=1)[CH:10]([NH:14][C:15]([NH:17][C:18]1[CH:26]=[CH:25][CH:24]=[C:23]3[C:19]=1[CH:20]=[N:21][NH:22]3)=[O:16])[CH:9]([F:27])[CH2:8]2)([CH3:4])([CH3:3])[CH3:2].N.CO. Product: [C:1]([C:5]1[CH:6]=[C:7]2[C:11](=[CH:12][CH:13]=1)[C@H:10]([NH:14][C:15]([NH:17][C:18]1[CH:26]=[CH:25][CH:24]=[C:23]3[C:19]=1[CH:20]=[N:21][NH:22]3)=[O:16])[C@@H:9]([F:27])[CH2:8]2)([CH3:4])([CH3:2])[CH3:3]. The catalyst class is: 2.